This data is from Catalyst prediction with 721,799 reactions and 888 catalyst types from USPTO. The task is: Predict which catalyst facilitates the given reaction. Reactant: C1(O)C=CC=CC=1.[C:8]1([P:14]([C:21]2[CH:26]=[CH:25][CH:24]=[CH:23][CH:22]=2)[C:15]2[CH:20]=[CH:19][CH:18]=[CH:17][CH:16]=2)[CH:13]=[CH:12][CH:11]=[CH:10][CH:9]=1.[N:27]([C:35]([O:37]C(C)C)=[O:36])=[N:28][C:29]([O:31]C(C)C)=[O:30].N(C(OCC)=O)=NC(OCC)=O. Product: [C:21]1([P:14]([C:8]2[CH:9]=[CH:10][CH:11]=[CH:12][CH:13]=2)[C:15]2[CH:20]=[CH:19][CH:18]=[CH:17][CH:16]=2)[CH:22]=[CH:23][CH:24]=[CH:25][CH:26]=1.[N:27]([C:35]([O-:37])=[O:36])=[N:28][C:29]([O-:31])=[O:30]. The catalyst class is: 387.